This data is from Forward reaction prediction with 1.9M reactions from USPTO patents (1976-2016). The task is: Predict the product of the given reaction. Given the reactants C([O:3][C:4]([C:6]1[C:7]([CH3:21])=[N:8][C:9]([N:15]2[CH2:20][CH2:19][O:18][CH2:17][CH2:16]2)=[CH:10][C:11]=1[S:12][CH2:13][CH3:14])=[O:5])C.O.[OH-].[K+], predict the reaction product. The product is: [CH2:13]([S:12][C:11]1[CH:10]=[C:9]([N:15]2[CH2:16][CH2:17][O:18][CH2:19][CH2:20]2)[N:8]=[C:7]([CH3:21])[C:6]=1[C:4]([OH:5])=[O:3])[CH3:14].